Regression. Given a peptide amino acid sequence and an MHC pseudo amino acid sequence, predict their binding affinity value. This is MHC class I binding data. From a dataset of Peptide-MHC class I binding affinity with 185,985 pairs from IEDB/IMGT. (1) The peptide sequence is YLQYGWSYF. The MHC is Mamu-A02 with pseudo-sequence Mamu-A02. The binding affinity (normalized) is 0.0375. (2) The peptide sequence is GRGPIRFVL. The MHC is HLA-B15:09 with pseudo-sequence HLA-B15:09. The binding affinity (normalized) is 0.0847. (3) The peptide sequence is RPMREVRFL. The MHC is HLA-A26:01 with pseudo-sequence HLA-A26:01. The binding affinity (normalized) is 0.228. (4) The peptide sequence is FLRKRRRFF. The MHC is HLA-A31:01 with pseudo-sequence HLA-A31:01. The binding affinity (normalized) is 0.0847. (5) The peptide sequence is NLVPMVATV. The MHC is HLA-B35:03 with pseudo-sequence HLA-B35:03. The binding affinity (normalized) is 0. (6) The peptide sequence is VSILASSFL. The MHC is HLA-B07:02 with pseudo-sequence HLA-B07:02. The binding affinity (normalized) is 0.170.